Task: Regression. Given two drug SMILES strings and cell line genomic features, predict the synergy score measuring deviation from expected non-interaction effect.. Dataset: NCI-60 drug combinations with 297,098 pairs across 59 cell lines (1) Drug 1: CC12CCC(CC1=CCC3C2CCC4(C3CC=C4C5=CN=CC=C5)C)O. Drug 2: CCC1=C2CN3C(=CC4=C(C3=O)COC(=O)C4(CC)O)C2=NC5=C1C=C(C=C5)O. Cell line: SNB-19. Synergy scores: CSS=41.8, Synergy_ZIP=6.39, Synergy_Bliss=4.18, Synergy_Loewe=-32.2, Synergy_HSA=4.51. (2) Drug 1: CC12CCC(CC1=CCC3C2CCC4(C3CC=C4C5=CN=CC=C5)C)O. Drug 2: C1=CC(=CC=C1CCC2=CNC3=C2C(=O)NC(=N3)N)C(=O)NC(CCC(=O)O)C(=O)O. Cell line: NCI-H226. Synergy scores: CSS=10.6, Synergy_ZIP=-2.31, Synergy_Bliss=1.84, Synergy_Loewe=0.255, Synergy_HSA=1.76. (3) Drug 1: CC1=C2C(C(=O)C3(C(CC4C(C3C(C(C2(C)C)(CC1OC(=O)C(C(C5=CC=CC=C5)NC(=O)OC(C)(C)C)O)O)OC(=O)C6=CC=CC=C6)(CO4)OC(=O)C)OC)C)OC. Drug 2: C(CN)CNCCSP(=O)(O)O. Cell line: OVCAR-5. Synergy scores: CSS=41.3, Synergy_ZIP=2.86, Synergy_Bliss=0.596, Synergy_Loewe=-30.9, Synergy_HSA=0.248. (4) Drug 1: CS(=O)(=O)CCNCC1=CC=C(O1)C2=CC3=C(C=C2)N=CN=C3NC4=CC(=C(C=C4)OCC5=CC(=CC=C5)F)Cl. Drug 2: C(CCl)NC(=O)N(CCCl)N=O. Cell line: OVCAR3. Synergy scores: CSS=2.56, Synergy_ZIP=-0.964, Synergy_Bliss=-0.0291, Synergy_Loewe=-2.96, Synergy_HSA=-2.46. (5) Drug 1: C1=C(C(=O)NC(=O)N1)N(CCCl)CCCl. Drug 2: CC12CCC3C(C1CCC2O)C(CC4=C3C=CC(=C4)O)CCCCCCCCCS(=O)CCCC(C(F)(F)F)(F)F. Cell line: HCT-15. Synergy scores: CSS=29.6, Synergy_ZIP=0.0534, Synergy_Bliss=-0.405, Synergy_Loewe=-1.64, Synergy_HSA=-0.289. (6) Drug 1: C1=NNC2=C1C(=O)NC=N2. Drug 2: C1CN(P(=O)(OC1)NCCCl)CCCl. Cell line: NCI-H460. Synergy scores: CSS=4.99, Synergy_ZIP=-0.529, Synergy_Bliss=-0.882, Synergy_Loewe=-5.27, Synergy_HSA=-4.54. (7) Drug 1: CC1=C2C(C(=O)C3(C(CC4C(C3C(C(C2(C)C)(CC1OC(=O)C(C(C5=CC=CC=C5)NC(=O)OC(C)(C)C)O)O)OC(=O)C6=CC=CC=C6)(CO4)OC(=O)C)OC)C)OC. Drug 2: C1=CC(=CC=C1CCC2=CNC3=C2C(=O)NC(=N3)N)C(=O)NC(CCC(=O)O)C(=O)O. Cell line: TK-10. Synergy scores: CSS=59.8, Synergy_ZIP=-9.22, Synergy_Bliss=-10.3, Synergy_Loewe=-1.64, Synergy_HSA=-0.0812. (8) Drug 2: C1CCC(C(C1)N)N.C(=O)(C(=O)[O-])[O-].[Pt+4]. Drug 1: CCC1=CC2CC(C3=C(CN(C2)C1)C4=CC=CC=C4N3)(C5=C(C=C6C(=C5)C78CCN9C7C(C=CC9)(C(C(C8N6C)(C(=O)OC)O)OC(=O)C)CC)OC)C(=O)OC.C(C(C(=O)O)O)(C(=O)O)O. Synergy scores: CSS=49.6, Synergy_ZIP=-1.45, Synergy_Bliss=-1.60, Synergy_Loewe=1.76, Synergy_HSA=1.29. Cell line: DU-145.